Dataset: Cav3 T-type calcium channel HTS with 100,875 compounds. Task: Binary Classification. Given a drug SMILES string, predict its activity (active/inactive) in a high-throughput screening assay against a specified biological target. (1) The compound is O(CCC)c1ccc(cc1)c1[nH]nc(n1)N. The result is 0 (inactive). (2) The molecule is O=C(N1CC(N(CC1)c1cc(ccc1)C)C)CN1CCOc2c1cccc2. The result is 0 (inactive). (3) The compound is O=C1N(C(=O)NC1(c1cc2c(cc1)cc(OC)cc2)C)CC(=O)NCc1occc1. The result is 0 (inactive). (4) The compound is O=C(NC(=O)NCc1occc1)CN(Cc1[nH]c2c(c(=O)n1)cccc2)C. The result is 0 (inactive).